This data is from Full USPTO retrosynthesis dataset with 1.9M reactions from patents (1976-2016). The task is: Predict the reactants needed to synthesize the given product. (1) Given the product [F:1][C:2]1[CH:10]=[C:9]2[C:5]([CH:6]=[CH:7][NH:8]2)=[C:4]([C:11]2[N:12]=[C:13]([N:30]3[CH2:35][CH2:34][O:33][CH2:32][CH2:31]3)[C:14]3[S:19][C:18]([CH2:20][N:21]4[CH2:22][CH:49]5[CH:45]([CH2:44][NH:43][CH2:50]5)[CH2:26]4)=[CH:17][C:15]=3[N:16]=2)[CH:3]=1, predict the reactants needed to synthesize it. The reactants are: [F:1][C:2]1[CH:10]=[C:9]2[C:5]([CH:6]=[CH:7][NH:8]2)=[C:4]([C:11]2[N:12]=[C:13]([N:30]3[CH2:35][CH2:34][O:33][CH2:32][CH2:31]3)[C:14]3[S:19][C:18]([CH2:20][N:21]4[CH2:26]CN5CCC[C@H]5[CH2:22]4)=[CH:17][C:15]=3[N:16]=2)[CH:3]=1.C(OC([N:43]1[CH2:50][CH:49]2[CH:45](CNC2)[CH2:44]1)=O)(C)(C)C.C(O)(C(F)(F)F)=O.C(Cl)Cl. (2) Given the product [ClH:29].[NH2:8][C@@H:9]([CH:26]([CH3:27])[CH3:28])[C:10]([N:12]1[C:16]2=[N:17][CH:18]=[CH:19][CH:20]=[C:15]2[CH2:14][C@H:13]1[C:21]([O:23][CH2:24][CH3:25])=[O:22])=[O:11], predict the reactants needed to synthesize it. The reactants are: C(OC([NH:8][C@@H:9]([CH:26]([CH3:28])[CH3:27])[C:10]([N:12]1[C:16]2=[N:17][CH:18]=[CH:19][CH:20]=[C:15]2[CH2:14][C@H:13]1[C:21]([O:23][CH2:24][CH3:25])=[O:22])=[O:11])=O)(C)(C)C.[ClH:29]. (3) Given the product [OH:8][CH2:9][CH2:10][CH2:11][N:12]([C:29]1[CH:34]=[CH:33][C:32]([NH:35][C:36]([NH:38][C:39]2[CH:40]=[CH:41][CH:42]=[CH:43][CH:44]=2)=[O:37])=[CH:31][CH:30]=1)[S:13]([C:16]1[CH:17]=[C:18]([C:22]2[CH:27]=[CH:26][C:25]([F:28])=[CH:24][CH:23]=2)[CH:19]=[CH:20][CH:21]=1)(=[O:15])=[O:14], predict the reactants needed to synthesize it. The reactants are: C([O:8][CH2:9][CH2:10][CH2:11][N:12]([C:29]1[CH:34]=[CH:33][C:32]([NH:35][C:36]([NH:38][C:39]2[CH:44]=[CH:43][CH:42]=[CH:41][CH:40]=2)=[O:37])=[CH:31][CH:30]=1)[S:13]([C:16]1[CH:17]=[C:18]([C:22]2[CH:27]=[CH:26][C:25]([F:28])=[CH:24][CH:23]=2)[CH:19]=[CH:20][CH:21]=1)(=[O:15])=[O:14])C1C=CC=CC=1.[H][H]. (4) Given the product [Br:17][C:18]1[CH:19]=[CH:20][C:21]([CH:24]([C:32]2[CH:37]=[CH:36][CH:35]=[CH:34][C:33]=2[CH3:38])[CH2:25][C:26]([C:2]2[CH:7]=[C:6]([CH3:8])[C:5]([O:9][CH3:10])=[C:4]([CH3:11])[CH:3]=2)=[O:27])=[CH:22][CH:23]=1, predict the reactants needed to synthesize it. The reactants are: Br[C:2]1[CH:7]=[C:6]([CH3:8])[C:5]([O:9][CH3:10])=[C:4]([CH3:11])[CH:3]=1.C([Li])CCC.[Br:17][C:18]1[CH:23]=[CH:22][C:21]([CH:24]([C:32]2[CH:37]=[CH:36][CH:35]=[CH:34][C:33]=2[CH3:38])[CH2:25][C:26](N(OC)C)=[O:27])=[CH:20][CH:19]=1. (5) Given the product [CH3:13][O:12][C:11]1[C:3]([CH2:1][N:27]2[CH2:28][CH2:29][C@H:24]([O:23][CH3:22])[CH2:25][C@H:26]2[C:30]2[CH:39]=[CH:38][C:33]([C:34]([O:36][CH3:37])=[O:35])=[CH:32][CH:31]=2)=[C:4]2[C:8](=[C:9]([CH3:14])[CH:10]=1)[N:7]([C:15]([O:17][C:18]([CH3:20])([CH3:21])[CH3:19])=[O:16])[CH:6]=[CH:5]2, predict the reactants needed to synthesize it. The reactants are: [CH:1]([C:3]1[C:11]([O:12][CH3:13])=[CH:10][C:9]([CH3:14])=[C:8]2[C:4]=1[CH:5]=[CH:6][N:7]2[C:15]([O:17][C:18]([CH3:21])([CH3:20])[CH3:19])=[O:16])=O.[CH3:22][O:23][C@H:24]1[CH2:29][CH2:28][NH:27][C@H:26]([C:30]2[CH:39]=[CH:38][C:33]([C:34]([O:36][CH3:37])=[O:35])=[CH:32][CH:31]=2)[CH2:25]1.[BH-](OC(C)=O)(OC(C)=O)OC(C)=O.[Na+]. (6) Given the product [I:1][C:2]1[CH:10]=[C:16]([CH2:17][OH:13])[CH:15]=[CH:14][C:3]=1[CH3:4], predict the reactants needed to synthesize it. The reactants are: [I:1][C:2]1[C:10](C)=CC=C[C:3]=1[C:4](O)=O.B.[O:13]1[CH2:17][CH2:16][CH2:15][CH2:14]1. (7) Given the product [F:23][C:24]1[CH:38]=[C:37]([F:39])[CH:36]=[CH:35][C:25]=1[CH2:26][N:27]([CH2:28][CH2:29][CH2:30][CH2:31][CH2:32][CH2:33][CH3:34])[C:16](=[O:18])[CH2:15][C:12]1[CH:11]=[CH:10][C:9]([S:8][CH2:7][C:6]2[CH:19]=[CH:20][CH:21]=[CH:22][C:5]=2[C:3]([O:2][CH3:1])=[O:4])=[CH:14][CH:13]=1, predict the reactants needed to synthesize it. The reactants are: [CH3:1][O:2][C:3]([C:5]1[CH:22]=[CH:21][CH:20]=[CH:19][C:6]=1[CH2:7][S:8][C:9]1[CH:14]=[CH:13][C:12]([CH2:15][C:16]([OH:18])=O)=[CH:11][CH:10]=1)=[O:4].[F:23][C:24]1[CH:38]=[C:37]([F:39])[CH:36]=[CH:35][C:25]=1[CH2:26][NH:27][CH2:28][CH2:29][CH2:30][CH2:31][CH2:32][CH2:33][CH3:34].C1C=CC2N(O)N=NC=2C=1.CN(C(ON1N=NC2C=CC=CC1=2)=[N+](C)C)C.[B-](F)(F)(F)F.CCN(C(C)C)C(C)C. (8) Given the product [C:15]([O:19][C:20]([N:22]1[CH2:23][CH:24]2[O:30][CH:28]([CH2:27][N:26]([CH2:2][CH2:3][NH:4][S:5]([C:8]3[CH:13]=[CH:12][C:11]([F:14])=[CH:10][CH:9]=3)(=[O:7])=[O:6])[CH2:25]2)[CH2:29]1)=[O:21])([CH3:18])([CH3:16])[CH3:17], predict the reactants needed to synthesize it. The reactants are: Br[CH2:2][CH2:3][NH:4][S:5]([C:8]1[CH:13]=[CH:12][C:11]([F:14])=[CH:10][CH:9]=1)(=[O:7])=[O:6].[C:15]([O:19][C:20]([N:22]1[CH2:29][CH:28]2[O:30][CH:24]([CH2:25][NH:26][CH2:27]2)[CH2:23]1)=[O:21])([CH3:18])([CH3:17])[CH3:16].C([O-])([O-])=O.[K+].[K+]. (9) Given the product [C:1]([C:3]1[CH:4]=[C:5]([N:10]([CH2:42][C:41]2[CH:44]=[CH:45][CH:46]=[C:39]([S:38][C:37]([F:48])([F:36])[F:47])[CH:40]=2)[C:11](=[O:14])[CH2:12][CH3:13])[CH:6]=[C:7]([F:9])[CH:8]=1)#[N:2], predict the reactants needed to synthesize it. The reactants are: [C:1]([C:3]1[CH:4]=[C:5]([NH:10][C:11](=[O:14])[CH2:12][CH3:13])[CH:6]=[C:7]([F:9])[CH:8]=1)#[N:2].O1C2C=CC(CNC3C=C(C=CC=3F)C#N)=CC=2OCC1.[F:36][C:37]([F:48])([F:47])[S:38][C:39]1[CH:40]=[C:41]([CH:44]=[CH:45][CH:46]=1)[CH2:42]Cl. (10) Given the product [F:10][C:11]1[CH:17]=[CH:16][C:14]([NH:15][C:2]2[S:6][C:5]3=[N:7][CH:8]=[CH:9][N:4]3[N:3]=2)=[CH:13][CH:12]=1, predict the reactants needed to synthesize it. The reactants are: Br[C:2]1[S:6][C:5]2=[N:7][CH:8]=[CH:9][N:4]2[N:3]=1.[F:10][C:11]1[CH:17]=[CH:16][C:14]([NH2:15])=[CH:13][CH:12]=1.